From a dataset of Forward reaction prediction with 1.9M reactions from USPTO patents (1976-2016). Predict the product of the given reaction. (1) Given the reactants [C:1]([CH:4](OS(C1C=CC(C)=CC=1)(=O)=O)[C:5]1[CH:10]=[CH:9][CH:8]=[CH:7][CH:6]=1)(=[O:3])[NH2:2].[Br:22][C:23]1[CH:28]=[CH:27][CH:26]=[CH:25][C:24]=1[CH2:29][CH2:30][C@H:31]1[C:40]2[C:35](=[CH:36][C:37]([O:43][CH3:44])=[C:38]([O:41][CH3:42])[CH:39]=2)[CH2:34][CH2:33][NH:32]1, predict the reaction product. The product is: [Br:22][C:23]1[CH:28]=[CH:27][CH:26]=[CH:25][C:24]=1[CH2:29][CH2:30][C@H:31]1[C:40]2[C:35](=[CH:36][C:37]([O:43][CH3:44])=[C:38]([O:41][CH3:42])[CH:39]=2)[CH2:34][CH2:33][N:32]1[C@H:4]([C:5]1[CH:6]=[CH:7][CH:8]=[CH:9][CH:10]=1)[C:1]([NH2:2])=[O:3]. (2) Given the reactants [OH:1][CH2:2][CH2:3][O:4][C:5]1[CH:6]=[C:7]([CH:10]=[CH:11][CH:12]=1)C#N.C(=O)([O-])[O-].[NH4+].[NH4+].C([N:21]([CH2:24]C)CC)C.[C:26]([O:30][C:31]([O:33]C(OC(C)(C)C)=O)=O)([CH3:29])([CH3:28])[CH3:27].C[N:42](C)CCN, predict the reaction product. The product is: [C:26]([O:30][C:31](=[O:33])[N:42]([C:7]1[CH:10]=[CH:11][CH:12]=[C:5]([O:4][CH2:3][CH2:2][OH:1])[CH:6]=1)[CH:24]=[NH:21])([CH3:29])([CH3:28])[CH3:27]. (3) Given the reactants [Br:1][C:2]1[CH:7]=[CH:6][CH:5]=[C:4](I)[CH:3]=1.[CH3:9][O:10][C:11](=[O:36])[C:12]1[CH:17]=[CH:16][CH:15]=[C:14]([CH2:18][N:19]([C:30]2[CH:35]=[CH:34][CH:33]=[CH:32][CH:31]=2)[C:20](=[O:29])[C:21]#[C:22][C:23]2[CH:28]=[CH:27][CH:26]=[CH:25][CH:24]=2)[CH:13]=1, predict the reaction product. The product is: [CH3:9][O:10][C:11](=[O:36])[C:12]1[CH:17]=[CH:16][CH:15]=[C:14]([CH2:18][N:19]2[C:30]3[C:35](=[CH:34][CH:33]=[CH:32][CH:31]=3)/[C:21](=[C:22](\[C:4]3[CH:5]=[CH:6][CH:7]=[C:2]([Br:1])[CH:3]=3)/[C:23]3[CH:24]=[CH:25][CH:26]=[CH:27][CH:28]=3)/[C:20]2=[O:29])[CH:13]=1. (4) Given the reactants Br[C:2]1[CH:3]=[C:4]([CH:11]2[CH2:15][CH2:14][O:13][C:12]2=[O:16])[CH:5]=[C:6]([CH:9]=[O:10])[C:7]=1[OH:8].[F:17][C:18]1[CH:19]=[CH:20][CH:21]=[C:22](B(O)OOCCOC)[CH:23]=1.C([O-])([O-])=O.[Na+].[Na+].Cl.[CH3:39][O:40][CH2:41][CH2:42][O:43]C, predict the reaction product. The product is: [F:17][C:18]1[CH:23]=[CH:22][C:21]([O:43][CH2:42][CH2:41][O:40][CH3:39])=[C:20]([C:2]2[C:7]([OH:8])=[C:6]([CH:9]=[O:10])[CH:5]=[C:4]([CH:11]3[CH2:15][CH2:14][O:13][C:12]3=[O:16])[CH:3]=2)[CH:19]=1.